This data is from Kinase inhibitor bioactivity data combining Ki, Kd, and IC50 measurements. The task is: Regression. Given a target protein amino acid sequence and a drug SMILES string, predict the binding affinity score between them. We predict KIBA score (integrated kinase binding score). Dataset: kiba. (1) The small molecule is FC(F)(F)Oc1ccc(-c2ccc3[nH]cc(C4=CCNCC4)c3c2)cc1. The target protein (O15075) has sequence MSFGRDMELEHFDERDKAQRYSRGSRVNGLPSPTHSAHCSFYRTRTLQTLSSEKKAKKVRFYRNGDRYFKGIVYAISPDRFRSFEALLADLTRTLSDNVNLPQGVRTIYTIDGLKKISSLDQLVEGESYVCGSIEPFKKLEYTKNVNPNWSVNVKTTSASRAVSSLATAKGSPSEVRENKDFIRPKLVTIIRSGVKPRKAVRILLNKKTAHSFEQVLTDITDAIKLDSGVVKRLYTLDGKQVMCLQDFFGDDDIFIACGPEKFRYQDDFLLDESECRVVKSTSYTKIASSSRRSTTKSPGPSRRSKSPASTSSVNGTPGSQLSTPRSGKSPSPSPTSPGSLRKQRSSQHGGSSTSLASTKVCSSMDENDGPGEEVSEEGFQIPATITERYKVGRTIGDGNFAVVKECVERSTAREYALKIIKKSKCRGKEHMIQNEVSILRRVKHPNIVLLIEEMDVPTELYLVMELVKGGDLFDAITSTNKYTERDASGMLYNLASAIK.... The KIBA score is 11.1. (2) The small molecule is O=C(NC(CO)Cc1ccc(Cl)cc1)c1ccc(-c2ccncc2)cc1. The target protein (P27448) has sequence MSTRTPLPTVNERDTENHTSHGDGRQEVTSRTSRSGARCRNSIASCADEQPHIGNYRLLKTIGKGNFAKVKLARHILTGREVAIKIIDKTQLNPTSLQKLFREVRIMKILNHPNIVKLFEVIETEKTLYLIMEYASGGEVFDYLVAHGRMKEKEARSKFRQIVSAVQYCHQKRIVHRDLKAENLLLDADMNIKIADFGFSNEFTVGGKLDTFCGSPPYAAPELFQGKKYDGPEVDVWSLGVILYTLVSGSLPFDGQNLKELRERVLRGKYRIPFYMSTDCENLLKRFLVLNPIKRGTLEQIMKDRWINAGHEEDELKPFVEPELDISDQKRIDIMVGMGYSQEEIQESLSKMKYDEITATYLLLGRKSSELDASDSSSSSNLSLAKVRPSSDLNNSTGQSPHHKVQRSVFSSQKQRRYSDHAGPAIPSVVAYPKRSQTSTADSDLKEDGISSRKSSGSAVGGKGIAPASPMLGNASNPNKADIPERKKSSTVPSSNTASG.... The KIBA score is 11.3. (3) The drug is Cc1ccc2nccc(NC(=O)Nc3cccc(C(F)(F)F)n3)c2c1. The target protein (Q04912) has sequence MELLPPLPQSFLLLLLLPAKPAAGEDWQCPRTPYAASRDFDVKYVVPSFSAGGLVQAMVTYEGDRNESAVFVAIRNRLHVLGPDLKSVQSLATGPAGDPGCQTCAACGPGPHGPPGDTDTKVLVLDPALPALVSCGSSLQGRCFLHDLEPQGTAVHLAAPACLFSAHHNRPDDCPDCVASPLGTRVTVVEQGQASYFYVASSLDAAVAASFSPRSVSIRRLKADASGFAPGFVALSVLPKHLVSYSIEYVHSFHTGAFVYFLTVQPASVTDDPSALHTRLARLSATEPELGDYRELVLDCRFAPKRRRRGAPEGGQPYPVLRVAHSAPVGAQLATELSIAEGQEVLFGVFVTGKDGGPGVGPNSVVCAFPIDLLDTLIDEGVERCCESPVHPGLRRGLDFFQSPSFCPNPPGLEALSPNTSCRHFPLLVSSSFSRVDLFNGLLGPVQVTALYVTRLDNVTVAHMGTMDGRILQVELVRSLNYLLYVSNFSLGDSGQPVQR.... The KIBA score is 11.7. (4) The small molecule is CC(C)NC(=O)COc1cccc(-c2nc(Nc3ccc4[nH]ncc4c3)c3ccccc3n2)c1. The target protein (Q96SB4) has sequence MERKVLALQARKKRTKAKKDKAQRKSETQHRGSAPHSESDLPEQEEEILGSDDDEQEDPNDYCKGGYHLVKIGDLFNGRYHVIRKLGWGHFSTVWLSWDIQGKKFVAMKVVKSAEHYTETALDEIRLLKSVRNSDPNDPNREMVVQLLDDFKISGVNGTHICMVFEVLGHHLLKWIIKSNYQGLPLPCVKKIIQQVLQGLDYLHTKCRIIHTDIKPENILLSVNEQYIRRLAAEATEWQRSGAPPPSGSAVSTAPQPKPADKMSKNKKKKLKKKQKRQAELLEKRMQEIEEMEKESGPGQKRPNKQEESESPVERPLKENPPNKMTQEKLEESSTIGQDQTLMERDTEGGAAEINCNGVIEVINYTQNSNNETLRHKEDLHNANDCDVQNLNQESSFLSSQNGDSSTSQETDSCTPITSEVSDTMVCQSSSTVGQSFSEQHISQLQESIRAEIPCEDEQEQEHNGPLDNKGKSTAGNFLVNPLEPKNAEKLKVKIADLGN.... The KIBA score is 11.2. (5) The small molecule is CN(c1ncccc1CNc1nc(Nc2ccc3c(c2)CC(=O)N3)ncc1C(F)(F)F)S(C)(=O)=O. The target protein (Q9H0K1) has sequence MVMADGPRHLQRGPVRVGFYDIEGTLGKGNFAVVKLGRHRITKTEVAIKIIDKSQLDAVNLEKIYREVQIMKMLDHPHIIKLYQVMETKSMLYLVTEYAKNGEIFDYLANHGRLNESEARRKFWQILSAVDYCHGRKIVHRDLKAENLLLDNNMNIKIADFGFGNFFKSGELLATWCGSPPYAAPEVFEGQQYEGPQLDIWSMGVVLYVLVCGALPFDGPTLPILRQRVLEGRFRIPYFMSEDCEHLIRRMLVLDPSKRLTIAQIKEHKWMLIEVPVQRPVLYPQEQENEPSIGEFNEQVLRLMHSLGIDQQKTIESLQNKSYNHFAAIYFLLVERLKSHRSSFPVEQRLDGRQRRPSTIAEQTVAKAQTVGLPVTMHSPNMRLLRSALLPQASNVEAFSFPASGCQAEAAFMEEECVDTPKVNGCLLDPVPPVLVRKGCQSLPSNMMETSIDEGLETEGEAEEDPAHAFEAFQSTRSGQRRHTLSEVTNQLVVMPGAGK.... The KIBA score is 12.8.